This data is from Forward reaction prediction with 1.9M reactions from USPTO patents (1976-2016). The task is: Predict the product of the given reaction. (1) Given the reactants [CH3:1][C:2]1[CH:3]=[C:4]([NH:9][C:10]2[C:15]([CH2:16][CH3:17])=[C:14]([O:18]C)[N:13]=[C:12]([O:20]C)[N:11]=2)[CH:5]=[C:6]([CH3:8])[CH:7]=1.[C:22](Br)(=[O:24])[CH3:23], predict the reaction product. The product is: [CH3:8][C:6]1[CH:5]=[C:4]([N:9]([C:10]2[NH:11][C:12](=[O:20])[NH:13][C:14](=[O:18])[C:15]=2[CH2:16][CH3:17])[C:22](=[O:24])[CH3:23])[CH:3]=[C:2]([CH3:1])[CH:7]=1. (2) Given the reactants C(OC([NH:8][C@H:9]1[CH2:14][C@@H:13]([CH3:15])[CH2:12][N:11]([C:16]2[CH:21]=[CH:20][N:19]=[CH:18][C:17]=2[NH:22][C:23]([C:25]2[C:34]([NH:35][C:36](=[O:45])[O:37][CH2:38][C:39]3[CH:44]=[CH:43][CH:42]=[CH:41][CH:40]=3)=[CH:33][C:32]3[C:27](=[CH:28][C:29]([N:46]4[CH2:51][CH2:50][O:49][CH2:48][CH2:47]4)=[CH:30][CH:31]=3)[N:26]=2)=[O:24])[CH2:10]1)=O)(C)(C)C.[ClH:52], predict the reaction product. The product is: [NH2:8][C@H:9]1[CH2:14][C@@H:13]([CH3:15])[CH2:12][N:11]([C:16]2[CH:21]=[CH:20][N:19]=[CH:18][C:17]=2[NH:22][C:23]([C:25]2[C:34]([NH:35][C:36](=[O:45])[O:37][CH2:38][C:39]3[CH:44]=[CH:43][CH:42]=[CH:41][CH:40]=3)=[CH:33][C:32]3[C:27](=[CH:28][C:29]([N:46]4[CH2:47][CH2:48][O:49][CH2:50][CH2:51]4)=[CH:30][CH:31]=3)[N:26]=2)=[O:24])[CH2:10]1.[ClH:52]. (3) Given the reactants [C:1]1(=[O:8])[O:7][CH2:6][CH2:5][CH2:4][CH2:3][CH2:2]1.OS(O)(=O)=O.[OH-:14].[Na+].[CH3:16]O, predict the reaction product. The product is: [OH:14][CH2:16][CH2:5][CH2:4][CH2:3][CH2:2][C:1]([O:7][CH3:6])=[O:8]. (4) Given the reactants [C:1]([O:5][C:6]([N:8]([CH2:12][C:13]([OH:15])=[O:14])[CH:9]([CH3:11])[CH3:10])=[O:7])([CH3:4])([CH3:3])[CH3:2].[N+:16]([C:19]1[CH:26]=[CH:25][C:22]([CH2:23]O)=[CH:21][CH:20]=1)([O-:18])=[O:17].CCN=C=NCCCN(C)C, predict the reaction product. The product is: [N+:16]([C:19]1[CH:26]=[CH:25][C:22]([CH2:23][O:14][C:13](=[O:15])[CH2:12][N:8]([C:6]([O:5][C:1]([CH3:3])([CH3:2])[CH3:4])=[O:7])[CH:9]([CH3:11])[CH3:10])=[CH:21][CH:20]=1)([O-:18])=[O:17]. (5) Given the reactants C1(C)C=CC=CC=1.[Br:8][C:9]1[C:18]2[O:17][CH:16]([CH:19]([CH3:21])[CH3:20])[C:15](=O)[NH:14][C:13]=2[CH:12]=[C:11]([O:23][CH3:24])[CH:10]=1, predict the reaction product. The product is: [Br:8][C:9]1[C:18]2[O:17][CH:16]([CH:19]([CH3:21])[CH3:20])[CH2:15][NH:14][C:13]=2[CH:12]=[C:11]([O:23][CH3:24])[CH:10]=1. (6) Given the reactants [F:1][C:2]1([F:24])[CH2:7][CH2:6][CH:5]([CH2:8][NH:9][C:10]([C:12]2[C:13]3[CH:14]=[CH:15][C:16](Cl)=[N:17][C:18]=3[CH:19]=[CH:20][C:21]=2[Cl:22])=[O:11])[CH2:4][CH2:3]1.CCN(C(C)C)C(C)C.[F:34][C@H:35]1[CH2:39][CH2:38][NH:37][CH2:36]1, predict the reaction product. The product is: [F:1][C:2]1([F:24])[CH2:7][CH2:6][CH:5]([CH2:8][NH:9][C:10]([C:12]2[C:13]3[CH:14]=[CH:15][C:16]([N:37]4[CH2:38][CH2:39][C@H:35]([F:34])[CH2:36]4)=[N:17][C:18]=3[CH:19]=[CH:20][C:21]=2[Cl:22])=[O:11])[CH2:4][CH2:3]1. (7) Given the reactants [C:1]([C:4]1[C:5]([O:19][C:20](=[O:22])[CH3:21])=[C:6]([C:9]2[CH:14]=[CH:13][C:12]([C:15]([CH3:18])([CH3:17])[CH3:16])=[CH:11][CH:10]=2)[S:7][CH:8]=1)(=O)[CH3:2].[NH:23]([C:25]([C:27]1[CH:35]=[CH:34][C:30]([C:31]([OH:33])=[O:32])=[C:29]([N+:36]([O-:38])=[O:37])[CH:28]=1)=[O:26])[NH2:24].Cl.O, predict the reaction product. The product is: [C:20]([O:19][C:5]1[C:4]([C:1](=[N:24][NH:23][C:25]([C:27]2[CH:35]=[CH:34][C:30]([C:31]([OH:33])=[O:32])=[C:29]([N+:36]([O-:38])=[O:37])[CH:28]=2)=[O:26])[CH3:2])=[CH:8][S:7][C:6]=1[C:9]1[CH:14]=[CH:13][C:12]([C:15]([CH3:18])([CH3:17])[CH3:16])=[CH:11][CH:10]=1)(=[O:22])[CH3:21].